From a dataset of Catalyst prediction with 721,799 reactions and 888 catalyst types from USPTO. Predict which catalyst facilitates the given reaction. (1) Reactant: [F:1][C:2]([F:15])([F:14])[C:3]1[CH:4]=[CH:5][C:6]2[O:11][CH2:10][C:9](=O)[NH:8][C:7]=2[CH:13]=1.B.O1CCCC1.CO.Cl. Product: [F:15][C:2]([F:1])([F:14])[C:3]1[CH:4]=[CH:5][C:6]2[O:11][CH2:10][CH2:9][NH:8][C:7]=2[CH:13]=1. The catalyst class is: 7. (2) Reactant: [CH2:1]([O:8][C:9]1[CH:14]=[CH:13][C:12]([CH:15](C(OCC)=O)[C:16]([O:18]CC)=[O:17])=[C:11]([N+:26]([O-:28])=[O:27])[CH:10]=1)[C:2]1[CH:7]=[CH:6][CH:5]=[CH:4][CH:3]=1.[OH-].[Na+]. Product: [CH2:1]([O:8][C:9]1[CH:14]=[CH:13][C:12]([CH2:15][C:16]([OH:18])=[O:17])=[C:11]([N+:26]([O-:28])=[O:27])[CH:10]=1)[C:2]1[CH:3]=[CH:4][CH:5]=[CH:6][CH:7]=1. The catalyst class is: 8. (3) Reactant: [Cl:1][C:2]1[N:7]=[N:6][CH:5]=[C:4]2[N:8]([C:18]3[CH:23]=[CH:22][C:21]([Cl:24])=[CH:20][CH:19]=3)[C:9]([C:11]3[CH:16]=[CH:15][CH:14]=[CH:13][C:12]=3[Cl:17])=[N:10][C:3]=12.[CH:25]([NH:28][C:29]1([C:35]([NH2:37])=[O:36])[CH2:34][CH2:33][NH:32][CH2:31][CH2:30]1)([CH3:27])[CH3:26].CCN(CC)CC. Product: [ClH:1].[Cl:17][C:12]1[CH:13]=[CH:14][CH:15]=[CH:16][C:11]=1[C:9]1[N:8]([C:18]2[CH:23]=[CH:22][C:21]([Cl:24])=[CH:20][CH:19]=2)[C:4]2=[CH:5][N:6]=[N:7][C:2]([N:32]3[CH2:31][CH2:30][C:29]([NH:28][CH:25]([CH3:27])[CH3:26])([C:35]([NH2:37])=[O:36])[CH2:34][CH2:33]3)=[C:3]2[N:10]=1. The catalyst class is: 14. (4) Reactant: Cl[CH2:2][CH2:3][CH2:4][O:5][C:6]1[CH:7]=[C:8]([C:12]2[S:20][C:19]3[C:14](=[N:15][CH:16]=[CH:17][C:18]=3[O:21][C:22]3[CH:27]=[CH:26][C:25]([NH:28][C:29](=[O:42])[CH2:30][C:31]([NH:33][C:34]4[CH:39]=[CH:38][CH:37]=[CH:36][C:35]=4[O:40][CH3:41])=[O:32])=[CH:24][C:23]=3[F:43])[CH:13]=2)[CH:9]=[CH:10][CH:11]=1.[CH2:44]([S-:46])[CH3:45].[Na+].C(OCC)(=[O:50])C.CO.I([O-])(=O)(=O)=O.[Na+]. Product: [CH2:44]([S:46]([CH2:2][CH2:3][CH2:4][O:5][C:6]1[CH:7]=[C:8]([C:12]2[S:20][C:19]3[C:14](=[N:15][CH:16]=[CH:17][C:18]=3[O:21][C:22]3[CH:27]=[CH:26][C:25]([NH:28][C:29](=[O:42])[CH2:30][C:31]([NH:33][C:34]4[CH:39]=[CH:38][CH:37]=[CH:36][C:35]=4[O:40][CH3:41])=[O:32])=[CH:24][C:23]=3[F:43])[CH:13]=2)[CH:9]=[CH:10][CH:11]=1)=[O:50])[CH3:45]. The catalyst class is: 18. (5) Reactant: [CH2:1]([O:4][C:5]1([CH3:35])[CH2:10][CH2:9][N:8]([C:11]2[N:16]3[N:17]=[C:18]([C:20](O)=[O:21])[CH:19]=[C:15]3[N:14]=[C:13]([CH3:23])[C:12]=2[C@H:24]([O:30][C:31]([CH3:34])([CH3:33])[CH3:32])[C:25]([O:27][CH2:28][CH3:29])=[O:26])[CH2:7][CH2:6]1)[CH:2]=[CH2:3].CCN(CC)CC.ClC(OC(C)C)=O.C1(C)C=CC=CC=1.[BH4-].[Na+]. Product: [CH2:1]([O:4][C:5]1([CH3:35])[CH2:10][CH2:9][N:8]([C:11]2[N:16]3[N:17]=[C:18]([CH2:20][OH:21])[CH:19]=[C:15]3[N:14]=[C:13]([CH3:23])[C:12]=2[C@H:24]([O:30][C:31]([CH3:34])([CH3:33])[CH3:32])[C:25]([O:27][CH2:28][CH3:29])=[O:26])[CH2:7][CH2:6]1)[CH:2]=[CH2:3]. The catalyst class is: 20.